From a dataset of Full USPTO retrosynthesis dataset with 1.9M reactions from patents (1976-2016). Predict the reactants needed to synthesize the given product. (1) Given the product [Si:1]([O:17][CH2:16][C@H:13]1[O:12][C@@H:11]([N:18]2[CH:23]=[CH:22][C:21]([NH:24][C:25]([O:27][CH2:28][CH3:29])=[O:26])=[N:20][C:19]2=[O:30])[C:10]([F:31])([F:9])[C@@H:14]1[OH:15])([C:4]([CH3:7])([CH3:6])[CH3:5])([CH3:3])[CH3:2], predict the reactants needed to synthesize it. The reactants are: [Si:1](Cl)([C:4]([CH3:7])([CH3:6])[CH3:5])([CH3:3])[CH3:2].[F:9][C:10]1([F:31])[C@H:14]([OH:15])[C@@H:13]([CH2:16][OH:17])[O:12][C@H:11]1[N:18]1[CH:23]=[CH:22][C:21]([NH:24][C:25]([O:27][CH2:28][CH3:29])=[O:26])=[N:20][C:19]1=[O:30]. (2) Given the product [CH3:29][N:28]1[CH:27]=[N:26][N:25]=[C:24]1[S:23][C:9]1[CH:10]=[C:11]2[C:6](=[CH:7][CH:8]=1)[N:5]=[CH:4][N:3]=[C:2]2[NH:22][C:14]1[S:13][C:17]2[C:16]([N:15]=1)=[N:21][CH:20]=[CH:19][N:18]=2, predict the reactants needed to synthesize it. The reactants are: Cl[C:2]1[C:11]2[C:6](=[CH:7][CH:8]=[C:9](I)[CH:10]=2)[N:5]=[CH:4][N:3]=1.[S:13]1[C:17]2=[N:18][CH:19]=[CH:20][N:21]=[C:16]2[N:15]=[C:14]1[NH2:22].[SH:23][C:24]1[N:28]([CH3:29])[CH:27]=[N:26][N:25]=1. (3) The reactants are: [I:1]N1C(=O)CCC1=O.[F-].[K+].[Cl:11][C:12]1[CH:17]=[CH:16][N:15]=[C:14]2[CH:18]=[C:19]([Si](C)(C)C)[O:20][C:13]=12. Given the product [Cl:11][C:12]1[CH:17]=[CH:16][N:15]=[C:14]2[CH:18]=[C:19]([I:1])[O:20][C:13]=12, predict the reactants needed to synthesize it.